Dataset: Catalyst prediction with 721,799 reactions and 888 catalyst types from USPTO. Task: Predict which catalyst facilitates the given reaction. (1) Reactant: Cl[C:2]1[C:3]2[N:4]([C:8]([CH:27]3[CH2:30][CH:29]([CH2:31][OH:32])[CH2:28]3)=[N:9][C:10]=2[C:11]2[CH:20]=[C:19]3[C:14]([CH:15]=[CH:16][C:17]([C:21]4[CH:26]=[CH:25][CH:24]=[CH:23][CH:22]=4)=[N:18]3)=[CH:13][CH:12]=2)[CH:5]=[CH:6][N:7]=1.[N+:33](C1C=CC(C(Cl)=O)=CC=1)([O-])=O.C(N(CC)C(C)C)(C)C. Product: [NH2:33][C:2]1[C:3]2[N:4]([C:8]([C@@H:27]3[CH2:30][C@H:29]([CH2:31][OH:32])[CH2:28]3)=[N:9][C:10]=2[C:11]2[CH:20]=[C:19]3[C:14]([CH:15]=[CH:16][C:17]([C:21]4[CH:26]=[CH:25][CH:24]=[CH:23][CH:22]=4)=[N:18]3)=[CH:13][CH:12]=2)[CH:5]=[CH:6][N:7]=1. The catalyst class is: 2. (2) Reactant: [C:1]1([NH2:9])[N:6]=[C:5]([NH2:7])[N:4]=[C:3]([NH2:8])[N:2]=1.O[P:11](O)(O)=O. Product: [N:2]1[C:3]([NH2:8])=[N:4][C:5]([NH2:7])=[N:6][C:1]=1[NH2:9].[P:11]. The catalyst class is: 6.